Predict the reaction yield, written as a fraction of the theoretical maximum amount of product (1.0 means a 100% yield; for example, 0.34 means a 34% yield). From a dataset of Reaction yield outcomes from USPTO patents with 853,638 reactions. (1) The reactants are [CH:1]([C:4]1[CH:9]=[C:8]([N+:10]([O-])=O)[CH:7]=[C:6]([CH:13]([CH3:15])[CH3:14])[C:5]=1[NH:16][S:17]([C:20]1[CH:25]=[CH:24][C:23]([CH3:26])=[CH:22][CH:21]=1)(=[O:19])=[O:18])([CH3:3])[CH3:2].[OH-].[Na+]. The catalyst is C(O)C.C(OCC)(=O)C. The product is [NH2:10][C:8]1[CH:9]=[C:4]([CH:1]([CH3:3])[CH3:2])[C:5]([NH:16][S:17]([C:20]2[CH:21]=[CH:22][C:23]([CH3:26])=[CH:24][CH:25]=2)(=[O:19])=[O:18])=[C:6]([CH:13]([CH3:15])[CH3:14])[CH:7]=1. The yield is 0.760. (2) The reactants are [NH2:1][C:2]1[CH:10]=[CH:9][C:8]([F:11])=[CH:7][C:3]=1[C:4]([OH:6])=O.N1[CH:16]=[CH:15]N=C1.C(Cl)(=O)C.Cl.[NH2:22][CH:23]1[CH2:28][CH2:27][C:26](=[O:29])[NH:25][C:24]1=[O:30].P(OC1C=CC=CC=1)(OC1C=CC=CC=1)OC1C=CC=CC=1. The product is [F:11][C:8]1[CH:7]=[C:3]2[C:2](=[CH:10][CH:9]=1)[N:1]=[C:15]([CH3:16])[N:22]([CH:23]1[CH2:28][CH2:27][C:26](=[O:29])[NH:25][C:24]1=[O:30])[C:4]2=[O:6]. The yield is 0.530. The catalyst is C(#N)C.